This data is from Full USPTO retrosynthesis dataset with 1.9M reactions from patents (1976-2016). The task is: Predict the reactants needed to synthesize the given product. Given the product [Cl:1][C:2]1[C:3]([C:21]([F:24])([F:23])[F:22])=[C:4]2[C:5](=[CH:6][CH:7]=1)[NH:8][CH:16]=[CH:15]2, predict the reactants needed to synthesize it. The reactants are: [Cl:1][C:2]1[CH:7]=[CH:6][C:5]([NH:8]C(=O)C(C)(C)C)=[C:4]([C:15]#[C:16][Si](C)(C)C)[C:3]=1[C:21]([F:24])([F:23])[F:22].CCCC[N+](CCCC)(CCCC)CCCC.[F-].